Dataset: Full USPTO retrosynthesis dataset with 1.9M reactions from patents (1976-2016). Task: Predict the reactants needed to synthesize the given product. (1) The reactants are: CC1(C)C(C)(C)OB([C:9]2[CH2:18][CH2:17][C:12]3([O:16][CH2:15][CH2:14][O:13]3)[CH2:11][CH:10]=2)O1.Br[C:21]1[CH:26]=[CH:25][C:24]([CH2:27][C:28]#[N:29])=[CH:23][CH:22]=1.C([O-])([O-])=O.[Na+].[Na+]. Given the product [O:13]1[C:12]2([CH2:17][CH2:18][C:9]([C:21]3[CH:26]=[CH:25][C:24]([CH2:27][C:28]#[N:29])=[CH:23][CH:22]=3)=[CH:10][CH2:11]2)[O:16][CH2:15][CH2:14]1, predict the reactants needed to synthesize it. (2) Given the product [CH3:1][C:2]1[CH:7]=[CH:6][C:5]([S:8]([O:11][CH2:12][CH:13]2[CH2:17][C:16]3[CH:18]=[CH:19][CH:20]=[C:21]([C:25]4[CH:26]=[CH:27][CH:28]=[C:29]([CH3:30])[C:24]=4[CH3:23])[C:15]=3[O:14]2)(=[O:10])=[O:9])=[CH:4][CH:3]=1, predict the reactants needed to synthesize it. The reactants are: [CH3:1][C:2]1[CH:7]=[CH:6][C:5]([S:8]([O:11][CH2:12][CH:13]2[CH2:17][C:16]3[CH:18]=[CH:19][CH:20]=[C:21](Br)[C:15]=3[O:14]2)(=[O:10])=[O:9])=[CH:4][CH:3]=1.[CH3:23][C:24]1[C:29]([CH3:30])=[CH:28][CH:27]=[CH:26][C:25]=1B(O)O.C(=O)([O-])[O-].[K+].[K+].CC1C=CC(S(OCC2CC3C(C4C=CC=CC=4)=CC=CC=3O2)(=O)=O)=CC=1. (3) Given the product [F:46][C:45]1[CH:44]=[C:43]2[C:38]([CH:39]=[CH:40][CH:41]=[N:42]2)=[CH:37][C:36]=1[CH:34]([C:31]1[N:29]2[N:30]=[C:25]([C:13]3[CH:12]=[N:11][N:10]([CH2:9][CH2:8][O:7][CH:2]4[CH2:3][CH2:4][CH2:5][CH2:6][O:1]4)[CH:14]=3)[CH:26]=[CH:27][C:28]2=[N:33][CH:32]=1)[CH3:35], predict the reactants needed to synthesize it. The reactants are: [O:1]1[CH2:6][CH2:5][CH2:4][CH2:3][CH:2]1[O:7][CH2:8][CH2:9][N:10]1[CH:14]=[C:13](B2OC(C)(C)C(C)(C)O2)[CH:12]=[N:11]1.Cl[C:25]1[CH:26]=[CH:27][C:28]2[N:29]([C:31]([CH:34]([C:36]3[CH:37]=[C:38]4[C:43](=[CH:44][C:45]=3[F:46])[N:42]=[CH:41][CH:40]=[CH:39]4)[CH3:35])=[CH:32][N:33]=2)[N:30]=1.C([O-])([O-])=O.[K+].[K+]. (4) Given the product [NH2:1][C:4]1[CH:5]=[CH:6][C:7]([C:23]([N:25]2[CH2:26][CH2:27][CH2:28][CH2:29][CH2:30]2)=[O:24])=[C:8]([NH:10][S:11]([C:14]2[C:19]3=[N:20][S:21][N:22]=[C:18]3[CH:17]=[CH:16][CH:15]=2)(=[O:13])=[O:12])[CH:9]=1, predict the reactants needed to synthesize it. The reactants are: [N+:1]([C:4]1[CH:5]=[CH:6][C:7]([C:23]([N:25]2[CH2:30][CH2:29][CH2:28][CH2:27][CH2:26]2)=[O:24])=[C:8]([NH:10][S:11]([C:14]2[C:19]3=[N:20][S:21][N:22]=[C:18]3[CH:17]=[CH:16][CH:15]=2)(=[O:13])=[O:12])[CH:9]=1)([O-])=O.O.O.Cl[Sn]Cl. (5) The reactants are: C(OC([NH:8][C@@H:9]([CH3:48])[CH2:10][NH:11][C@H:12]1[CH2:17][CH2:16][C@H:15]([CH2:18][C:19]([NH:21][C@H:22]([B:35]2[O:43]C3C(C)(C4CC(C3)C4(C)C)[O:36]2)[CH2:23][C:24]2[C:25](OC)=[C:26]([CH:30]=[CH:31][CH:32]=2)[C:27]([OH:29])=[O:28])=[O:20])[CH2:14][CH2:13]1)=O)(C)(C)C.Cl. Given the product [NH2:8][C@@H:9]([CH3:48])[CH2:10][NH:11][C@H:12]1[CH2:13][CH2:14][C@H:15]([CH2:18][C:19]([NH:21][C@H:22]2[CH2:23][C:24]3[CH:32]=[CH:31][CH:30]=[C:26]([C:27]([OH:29])=[O:28])[C:25]=3[O:36][B:35]2[OH:43])=[O:20])[CH2:16][CH2:17]1, predict the reactants needed to synthesize it. (6) Given the product [F:31][C:24]1[C:25]([O:29][CH3:30])=[CH:26][CH:27]=[CH:28][C:23]=1[C:3]1[CH:4]=[C:5]([S:8]([NH:11][C:12]2[CH:21]=[CH:20][C:15]([C:16]([O:18][CH3:19])=[O:17])=[C:14]([OH:22])[CH:13]=2)(=[O:9])=[O:10])[CH:6]=[N:7][CH:2]=1, predict the reactants needed to synthesize it. The reactants are: Cl[C:2]1[N:7]=[CH:6][C:5]([S:8]([NH:11][C:12]2[CH:21]=[CH:20][C:15]([C:16]([O:18][CH3:19])=[O:17])=[C:14]([OH:22])[CH:13]=2)(=[O:10])=[O:9])=[CH:4][C:3]=1[C:23]1[CH:28]=[CH:27][CH:26]=[C:25]([O:29][CH3:30])[C:24]=1[F:31].[H][H]. (7) Given the product [F:22][C:20]1[CH:21]=[C:16]([C@H:12]2[NH:11][C@@H:10]([CH2:8][OH:7])[CH2:15][CH2:14][CH2:13]2)[CH:17]=[C:18]([F:24])[C:19]=1[F:23], predict the reactants needed to synthesize it. The reactants are: O1CCCC1.C[O:7][C:8]([C@H:10]1[CH2:15][CH2:14][CH2:13][C@@H:12]([C:16]2[CH:21]=[C:20]([F:22])[C:19]([F:23])=[C:18]([F:24])[CH:17]=2)[NH:11]1)=O.[H-].[Al+3].[Li+].[H-].[H-].[H-].[OH-].[Na+]. (8) Given the product [N:15]1[C:16]2[NH:1][C:2]3[CH:3]=[C:4]([CH2:5][OH:6])[CH:7]=[CH:8][C:9]=3[S:10][C:11]=2[N:12]=[CH:13][CH:14]=1, predict the reactants needed to synthesize it. The reactants are: [NH2:1][C:2]1[CH:3]=[C:4]([CH:7]=[CH:8][C:9]=1[S:10][C:11]1[C:16](Cl)=[N:15][CH:14]=[CH:13][N:12]=1)[CH2:5][OH:6].Cl.N.